This data is from Forward reaction prediction with 1.9M reactions from USPTO patents (1976-2016). The task is: Predict the product of the given reaction. Given the reactants [NH2:1][CH:2]([C:4]1[N:9]=[CH:8][C:7]([NH:10][C:11]2[CH:16]=[CH:15][C:14]([F:17])=[CH:13][C:12]=2[C:18]([F:21])([F:20])[F:19])=[CH:6][CH:5]=1)[CH3:3].[N:22]1[CH:27]=[C:26]([C:28]([NH:30][C@@:31]2([C:36](O)=[O:37])[CH2:35][CH2:34][O:33][CH2:32]2)=[O:29])[CH:25]=[N:24][CH:23]=1, predict the reaction product. The product is: [F:17][C:14]1[CH:15]=[CH:16][C:11]([NH:10][C:7]2[CH:6]=[CH:5][C:4]([CH:2]([NH:1][C:36]([C@:31]3([NH:30][C:28]([C:26]4[CH:25]=[N:24][CH:23]=[N:22][CH:27]=4)=[O:29])[CH2:35][CH2:34][O:33][CH2:32]3)=[O:37])[CH3:3])=[N:9][CH:8]=2)=[C:12]([C:18]([F:21])([F:20])[F:19])[CH:13]=1.